Dataset: Forward reaction prediction with 1.9M reactions from USPTO patents (1976-2016). Task: Predict the product of the given reaction. (1) Given the reactants [OH:1][C:2]1[C:7]([CH:8]=[O:9])=[CH:6][C:5]([O:10][CH3:11])=[N:4][CH:3]=1.Cl.Cl[CH2:14][C:15]1[CH:20]=[CH:19][N:18]=[CH:17][C:16]=1[C:21]1[N:25]([CH:26]([CH3:28])[CH3:27])[N:24]=[CH:23][CH:22]=1.C([O-])([O-])=O.[K+].[K+], predict the reaction product. The product is: [CH:26]([N:25]1[C:21]([C:16]2[CH:17]=[N:18][CH:19]=[CH:20][C:15]=2[CH2:14][O:1][C:2]2[C:7]([CH:8]=[O:9])=[CH:6][C:5]([O:10][CH3:11])=[N:4][CH:3]=2)=[CH:22][CH:23]=[N:24]1)([CH3:28])[CH3:27]. (2) The product is: [F:1][C:2]1[CH:22]=[CH:21][C:5]([O:6][C:7]2[CH:8]=[C:9]([S:13]([CH2:16][CH2:17][CH2:18][C:19]([NH2:20])=[O:44])(=[O:15])=[O:14])[CH:10]=[CH:11][CH:12]=2)=[CH:4][C:3]=1[C:23]1[C:32]2[C:27](=[C:28]([C:33]([F:35])([F:34])[F:36])[CH:29]=[CH:30][CH:31]=2)[N:26]=[CH:25][N:24]=1. Given the reactants [F:1][C:2]1[CH:22]=[CH:21][C:5]([O:6][C:7]2[CH:8]=[C:9]([S:13]([CH2:16][CH2:17][CH2:18][C:19]#[N:20])(=[O:15])=[O:14])[CH:10]=[CH:11][CH:12]=2)=[CH:4][C:3]=1[C:23]1[C:32]2[C:27](=[C:28]([C:33]([F:36])([F:35])[F:34])[CH:29]=[CH:30][CH:31]=2)[N:26]=[CH:25][N:24]=1.OO.[OH-].[NH4+].C1C[O:44]CC1, predict the reaction product. (3) Given the reactants F[C:2]1[CH:9]=[CH:8][C:5]([C:6]#[N:7])=[C:4]([CH3:10])[CH:3]=1.[CH:11]([N:24]1[CH2:27][CH:26]([OH:28])[CH2:25]1)([C:18]1[CH:23]=[CH:22][CH:21]=[CH:20][CH:19]=1)[C:12]1[CH:17]=[CH:16][CH:15]=[CH:14][CH:13]=1.[H-].[Na+], predict the reaction product. The product is: [CH:11]([N:24]1[CH2:27][CH:26]([O:28][C:2]2[CH:9]=[CH:8][C:5]([C:6]#[N:7])=[C:4]([CH3:10])[CH:3]=2)[CH2:25]1)([C:18]1[CH:23]=[CH:22][CH:21]=[CH:20][CH:19]=1)[C:12]1[CH:13]=[CH:14][CH:15]=[CH:16][CH:17]=1. (4) Given the reactants [C:1]([O:8]CC)(=O)[C:2]([O:4]CC)=O.[CH2:11]([NH:15][S:16]([CH2:19][C:20]1[CH:25]=[CH:24][CH:23]=[C:22]([Cl:26])[CH:21]=1)(=[O:18])=[O:17])[CH2:12][CH2:13][CH3:14].CC(C)([O-])C.[K+].Cl, predict the reaction product. The product is: [CH2:11]([N:15]1[C:1](=[O:8])[C:2]([OH:4])=[C:19]([C:20]2[CH:25]=[CH:24][CH:23]=[C:22]([Cl:26])[CH:21]=2)[S:16]1(=[O:17])=[O:18])[CH2:12][CH2:13][CH3:14]. (5) Given the reactants Br[C:2]1[C:3]([NH2:9])=[N:4][CH:5]=[C:6]([Br:8])[N:7]=1.[NH:10]1[CH2:15][CH2:14][CH:13]([NH:16][C:17](=[O:23])[O:18][C:19]([CH3:22])([CH3:21])[CH3:20])[CH2:12][CH2:11]1, predict the reaction product. The product is: [NH2:9][C:3]1[C:2]([N:10]2[CH2:11][CH2:12][CH:13]([NH:16][C:17](=[O:23])[O:18][C:19]([CH3:21])([CH3:20])[CH3:22])[CH2:14][CH2:15]2)=[N:7][C:6]([Br:8])=[CH:5][N:4]=1. (6) The product is: [CH:19]1([C:17]([C:15]2[O:16][C:12]3[CH:11]=[CH:10][C:9]([OH:8])=[CH:26][C:13]=3[C:14]=2[CH3:25])=[O:18])[CH2:20][CH2:21][CH2:22][CH2:23][CH2:24]1. Given the reactants C([O:8][C:9]1[CH:10]=[CH:11][C:12]2[O:16][C:15]([C:17]([CH:19]3[CH2:24][CH2:23][CH2:22][CH2:21][CH2:20]3)=[O:18])=[C:14]([CH3:25])[C:13]=2[CH:26]=1)C1C=CC=CC=1, predict the reaction product. (7) Given the reactants [F:1][C:2]1[CH:3]=[C:4]([CH:9]2[CH2:11][CH:10]2[NH:12][C:13]2[C:14]3[N:25]=[N:24][N:23]([CH:26]4[CH2:30][CH:29]([O:31][CH2:32][CH2:33][OH:34])[CH:28]([OH:35])[CH:27]4[OH:36])[C:15]=3[N:16]=[C:17]([S:19][CH2:20][CH2:21][CH3:22])[N:18]=2)[CH:5]=[CH:6][C:7]=1[F:8].C(OC(C)C)(C)C.C(OCC)(=O)C, predict the reaction product. The product is: [CH3:22][CH2:21][CH2:20][S:19][C:17]1[N:18]=[C:13]([NH:12][C@H:10]2[C@H:9]([C:4]3[CH:5]=[CH:6][C:7]([F:8])=[C:2]([F:1])[CH:3]=3)[CH2:11]2)[C:14]2[N:25]=[N:24][N:23]([C@H:26]3[C@H:27]([OH:36])[C@H:28]([OH:35])[C@@H:29]([O:31][CH2:32][CH2:33][OH:34])[CH2:30]3)[C:15]=2[N:16]=1.